From a dataset of Full USPTO retrosynthesis dataset with 1.9M reactions from patents (1976-2016). Predict the reactants needed to synthesize the given product. (1) Given the product [C:1]([C:3]1[CH:4]=[CH:5][C:6]([O:29][CH3:30])=[C:7]([S:9]([NH:12][CH2:13][CH2:14][C:15]2[CH:25]=[CH:24][C:23]([CH:26]([CH3:27])[CH3:28])=[CH:22][C:16]=2[O:17][CH2:18][C:19]([NH2:35])=[O:20])(=[O:11])=[O:10])[CH:8]=1)#[N:2], predict the reactants needed to synthesize it. The reactants are: [C:1]([C:3]1[CH:4]=[CH:5][C:6]([O:29][CH3:30])=[C:7]([S:9]([NH:12][CH2:13][CH2:14][C:15]2[CH:25]=[CH:24][C:23]([CH:26]([CH3:28])[CH3:27])=[CH:22][C:16]=2[O:17][CH2:18][C:19](O)=[O:20])(=[O:11])=[O:10])[CH:8]=1)#[N:2].[Cl-].[NH4+].O.O[N:35]1C2C=CC=CC=2N=N1.C(N(CC)C(C)C)(C)C.Cl.CN(C)CCCN=C=NCC. (2) Given the product [CH3:12][C@H:13]1[NH:14][CH2:15][CH2:16][N:17]([C:2]2[C:7]([C:8]([F:11])([F:10])[F:9])=[CH:6][CH:5]=[CH:4][N:3]=2)[CH2:18]1, predict the reactants needed to synthesize it. The reactants are: Cl[C:2]1[C:7]([C:8]([F:11])([F:10])[F:9])=[CH:6][CH:5]=[CH:4][N:3]=1.[CH3:12][C@@H:13]1[CH2:18][NH:17][CH2:16][CH2:15][NH:14]1. (3) The reactants are: [F:1][C:2]1[CH:3]=[C:4]([N:16]2[C:20]3[N:21]=[C:22]([NH:25][C:26]4[CH:31]=[CH:30][C:29]([C@H:32]5[CH2:37][O:36][CH2:35][CH2:34][NH:33]5)=[CH:28][CH:27]=4)[N:23]=[CH:24][C:19]=3[CH:18]=[CH:17]2)[CH:5]=[C:6]([F:15])[C:7]=1[CH2:8][N:9]1[CH2:14][CH2:13][O:12][CH2:11][CH2:10]1.[Si]([O:45][CH2:46][CH:47]=O)(C(C)(C)C)(C)C.CCCC[N+](CCCC)(CCCC)CCCC.[F-]. Given the product [F:15][C:6]1[CH:5]=[C:4]([N:16]2[C:20]3[N:21]=[C:22]([NH:25][C:26]4[CH:31]=[CH:30][C:29]([C@H:32]5[CH2:37][O:36][CH2:35][CH2:34][N:33]5[CH2:47][CH2:46][OH:45])=[CH:28][CH:27]=4)[N:23]=[CH:24][C:19]=3[CH:18]=[CH:17]2)[CH:3]=[C:2]([F:1])[C:7]=1[CH2:8][N:9]1[CH2:14][CH2:13][O:12][CH2:11][CH2:10]1, predict the reactants needed to synthesize it. (4) Given the product [CH3:1][O:2][C:3]1[CH:4]=[C:5]([N:18]2[CH:22]=[CH:21][CH:20]=[N:19]2)[CH:6]=[CH:7][C:8]=1[C:44]1[N:49]=[N:48][C:47]([N:50]([CH3:61])[CH:51]2[CH2:56][C:55]([CH3:57])([CH3:58])[NH:54][C:53]([CH3:60])([CH3:59])[CH2:52]2)=[CH:46][CH:45]=1, predict the reactants needed to synthesize it. The reactants are: [CH3:1][O:2][C:3]1[CH:4]=[C:5]([N:18]2[CH:22]=[CH:21][CH:20]=[N:19]2)[CH:6]=[CH:7][C:8]=1B1OC(C)(C)C(C)(C)O1.ClC1N=NC(C2C=CC(N3C=CC=N3)=CC=2OC)=CC=1.Cl[C:44]1[N:49]=[N:48][C:47]([N:50]([CH3:61])[CH:51]2[CH2:56][C:55]([CH3:58])([CH3:57])[NH:54][C:53]([CH3:60])([CH3:59])[CH2:52]2)=[CH:46][CH:45]=1.